The task is: Regression. Given a peptide amino acid sequence and an MHC pseudo amino acid sequence, predict their binding affinity value. This is MHC class II binding data.. This data is from Peptide-MHC class II binding affinity with 134,281 pairs from IEDB. (1) The peptide sequence is LRNPGYALVAAVIGWML. The MHC is DRB1_0405 with pseudo-sequence DRB1_0405. The binding affinity (normalized) is 0.0517. (2) The peptide sequence is EWATPFPHRKGVLFN. The MHC is HLA-DPA10103-DPB10401 with pseudo-sequence HLA-DPA10103-DPB10401. The binding affinity (normalized) is 0.182.